Dataset: Full USPTO retrosynthesis dataset with 1.9M reactions from patents (1976-2016). Task: Predict the reactants needed to synthesize the given product. Given the product [C:50]([O:54][C:55]([N:57]1[C:65]2[C:60](=[CH:61][C:62]([O:10][CH2:9][C:8]3[CH:7]=[CH:6][C:5]([C:11]4[CH:16]=[CH:15][CH:14]=[CH:13][CH:12]=4)=[CH:4][C:3]=3[C:2]([F:17])([F:18])[F:1])=[CH:63][CH:64]=2)[CH2:59][CH2:58]1)=[O:56])([CH3:53])([CH3:51])[CH3:52], predict the reactants needed to synthesize it. The reactants are: [F:1][C:2]([F:18])([F:17])[C:3]1[CH:4]=[C:5]([C:11]2[CH:16]=[CH:15][CH:14]=[CH:13][CH:12]=2)[CH:6]=[CH:7][C:8]=1[CH2:9][OH:10].C1(P(C2C=CC=CC=2)C2C=CC=CC=2)C=CC=CC=1.CCOC(/N=N/C(OCC)=O)=O.[C:50]([O:54][C:55]([N:57]1[C:65]2[C:60](=[CH:61][C:62](O)=[CH:63][CH:64]=2)[CH2:59][CH2:58]1)=[O:56])([CH3:53])([CH3:52])[CH3:51].